Predict the reaction yield, written as a fraction of the theoretical maximum amount of product (1.0 means a 100% yield; for example, 0.34 means a 34% yield). From a dataset of Buchwald-Hartwig C-N cross coupling reaction yields with 55,370 reactions. (1) The reactants are COc1ccc(Cl)cc1.Cc1ccc(N)cc1.O=S(=O)(O[Pd]1c2ccccc2-c2ccccc2N~1)C(F)(F)F.COc1ccc(OC)c(P(C(C)(C)C)C(C)(C)C)c1-c1c(C(C)C)cc(C(C)C)cc1C(C)C.CN(C)C(=NC(C)(C)C)N(C)C.Fc1cccc(F)c1-c1ccno1. No catalyst specified. The product is COc1ccc(Nc2ccc(C)cc2)cc1. The yield is 0.00329. (2) The reactants are CCc1ccc(Cl)cc1.Cc1ccc(N)cc1.O=S(=O)(O[Pd]1c2ccccc2-c2ccccc2N~1)C(F)(F)F.COc1ccc(OC)c(P(C(C)(C)C)C(C)(C)C)c1-c1c(C(C)C)cc(C(C)C)cc1C(C)C.CCN=P(N=P(N(C)C)(N(C)C)N(C)C)(N(C)C)N(C)C.CCOC(=O)c1ccon1. No catalyst specified. The product is CCc1ccc(Nc2ccc(C)cc2)cc1. The yield is 0.0908. (3) The product is Cc1ccc(Nc2ccc(C(F)(F)F)cc2)cc1. The yield is 0.392. No catalyst specified. The reactants are FC(F)(F)c1ccc(Br)cc1.Cc1ccc(N)cc1.O=S(=O)(O[Pd]1c2ccccc2-c2ccccc2N~1)C(F)(F)F.COc1ccc(OC)c(P(C(C)(C)C)C(C)(C)C)c1-c1c(C(C)C)cc(C(C)C)cc1C(C)C.CN(C)C(=NC(C)(C)C)N(C)C.CCOC(=O)c1cc(C)no1. (4) The reactants are FC(F)(F)c1ccc(Br)cc1.Cc1ccc(N)cc1.O=S(=O)(O[Pd]1c2ccccc2-c2ccccc2N~1)C(F)(F)F.CC(C)c1cc(C(C)C)c(-c2ccccc2P(C(C)(C)C)C(C)(C)C)c(C(C)C)c1.CN1CCCN2CCCN=C12.CCOC(=O)c1cc(OC)no1. No catalyst specified. The yield is 0.384. The product is Cc1ccc(Nc2ccc(C(F)(F)F)cc2)cc1. (5) The reactants are FC(F)(F)c1ccc(Br)cc1.Cc1ccc(N)cc1.O=S(=O)(O[Pd]1c2ccccc2-c2ccccc2N~1)C(F)(F)F.COc1ccc(OC)c(P(C(C)(C)C)C(C)(C)C)c1-c1c(C(C)C)cc(C(C)C)cc1C(C)C.CN1CCCN2CCCN=C12.Cc1ccno1. No catalyst specified. The product is Cc1ccc(Nc2ccc(C(F)(F)F)cc2)cc1. The yield is 0.296.